Dataset: Catalyst prediction with 721,799 reactions and 888 catalyst types from USPTO. Task: Predict which catalyst facilitates the given reaction. (1) Reactant: [C:1]([O:5][C:6]([N:8]1[CH2:13][CH2:12][CH:11]([NH:14][CH2:15][CH2:16][O:17][CH3:18])[CH2:10][CH2:9]1)=[O:7])([CH3:4])([CH3:3])[CH3:2].[S:19]1[CH:23]=[CH:22][N:21]=[C:20]1[CH:24]=O.C(O)(=O)C.C(O[BH-](OC(=O)C)OC(=O)C)(=O)C.[Na+]. Product: [C:1]([O:5][C:6]([N:8]1[CH2:9][CH2:10][CH:11]([N:14]([CH2:15][CH2:16][O:17][CH3:18])[CH2:24][C:20]2[S:19][CH:23]=[CH:22][N:21]=2)[CH2:12][CH2:13]1)=[O:7])([CH3:4])([CH3:3])[CH3:2]. The catalyst class is: 279. (2) Reactant: [C:1](OC(=O)C)(=[O:3])[CH3:2].[NH2:8][CH2:9][C:10]1[CH:11]=[C:12]2[C:17](=[CH:18][CH:19]=1)[N:16]([CH:20]1[CH2:25][CH2:24][O:23][CH2:22][CH2:21]1)[C:15](=[O:26])[N:14]([CH2:27][C:28]1[CH:33]=[CH:32][C:31]([O:34][CH3:35])=[C:30]([O:36][CH3:37])[CH:29]=1)[C:13]2=[O:38].CCN(CC)CC. Product: [CH3:37][O:36][C:30]1[CH:29]=[C:28]([CH:33]=[CH:32][C:31]=1[O:34][CH3:35])[CH2:27][N:14]1[C:13](=[O:38])[C:12]2[C:17](=[CH:18][CH:19]=[C:10]([CH2:9][NH:8][C:1](=[O:3])[CH3:2])[CH:11]=2)[N:16]([CH:20]2[CH2:25][CH2:24][O:23][CH2:22][CH2:21]2)[C:15]1=[O:26]. The catalyst class is: 2. (3) Reactant: [CH:1]1[C:10]2[C:9]([NH2:11])=[N:8][C:7]3[CH:12]=[CH:13][CH:14]=[CH:15][C:6]=3[NH:5][C:4]=2[S:3][CH:2]=1.[CH3:16][O:17][CH2:18][CH2:19][C@H:20]1[CH2:25]N[CH2:23][CH2:22][NH:21]1.CS(C)=O.C1(C)C=CC=CC=1. The catalyst class is: 13. Product: [CH3:16][O:17][CH2:18][CH2:19][C@@H:20]1[NH:21][CH2:22][CH2:23][N:11]([C:9]2[C:10]3[CH:1]=[CH:2][S:3][C:4]=3[NH:5][C:6]3[CH:15]=[CH:14][CH:13]=[CH:12][C:7]=3[N:8]=2)[CH2:25]1. (4) Reactant: [CH:1](/[C:4](=[CH:10]\[CH:11]=[CH2:12])/[C:5]([O:7]CC)=[O:6])([CH3:3])[CH3:2].C1COCC1.CO.[Li+].[OH-]. Product: [CH:1](/[C:4](=[CH:10]\[CH:11]=[CH2:12])/[C:5]([OH:7])=[O:6])([CH3:3])[CH3:2]. The catalyst class is: 6. (5) Reactant: [OH:1][CH2:2][C:3]1[N:4]=[C:5]2[CH:14]=[CH:13][CH:12]=[CH:11][N:6]2[C:7](=[O:10])[C:8]=1I.[O-]P([O-])([O-])=O.[K+].[K+].[K+].B1([CH2:32][C:33]2[CH:38]=[CH:37][CH:36]=[CH:35][CH:34]=2)C2CCCC1CCC2.[OH-].[Na+].OO. Product: [CH2:32]([C:8]1[C:7](=[O:10])[N:6]2[CH:11]=[CH:12][CH:13]=[CH:14][C:5]2=[N:4][C:3]=1[CH2:2][OH:1])[C:33]1[CH:38]=[CH:37][CH:36]=[CH:35][CH:34]=1. The catalyst class is: 39. (6) Reactant: Cl.[C:2]1([CH:8]2[N:12]3[C:13](=[O:17])[CH2:14][NH:15][CH2:16][CH:11]3[CH2:10][CH2:9]2)[CH:7]=[CH:6][CH:5]=[CH:4][CH:3]=1.CCN(C(C)C)C(C)C.[CH:27]([N:30]=[C:31]=[O:32])([CH3:29])[CH3:28]. Product: [CH:27]([NH:30][C:31]([N:15]1[CH2:14][C:13](=[O:17])[N:12]2[C@@H:8]([C:2]3[CH:7]=[CH:6][CH:5]=[CH:4][CH:3]=3)[CH2:9][CH2:10][C@H:11]2[CH2:16]1)=[O:32])([CH3:29])[CH3:28]. The catalyst class is: 4. (7) Product: [Br:1][CH2:2][C:3]1[N:7]([CH3:8])[C:6]([C:9]([NH2:10])=[O:16])=[N:5][C:4]=1[N+:11]([O-:13])=[O:12]. Reactant: [Br:1][CH2:2][C:3]1[N:7]([CH3:8])[C:6]([C:9]#[N:10])=[N:5][C:4]=1[N+:11]([O-:13])=[O:12].C(OCC)(=[O:16])C. The catalyst class is: 561.